Dataset: Full USPTO retrosynthesis dataset with 1.9M reactions from patents (1976-2016). Task: Predict the reactants needed to synthesize the given product. (1) Given the product [C:118]([CH2:117][N:8]([CH2:7][C:6]([OH:125])=[O:5])[C:9](=[O:116])[CH2:10][N:11]1[CH:15]=[CH:14][N:13]=[C:12]1[CH2:16][N:17]([CH2:59][C:60]1[CH:61]=[CH:62][C:63]([O:66][CH2:67][C:68]2[N:69]=[N:70][N:71]([CH2:73][CH2:74][CH2:75][NH:76][C:77](=[O:115])[CH2:78][N:79]3[CH2:90][CH2:89][N:88]([CH2:91][C:92]([OH:98])=[O:93])[CH2:87][CH2:86][N:85]([CH2:99][C:100]([OH:106])=[O:101])[CH2:84][CH2:83][N:82]([CH2:107][C:108]([OH:110])=[O:109])[CH2:81][CH2:80]3)[CH:72]=2)=[CH:64][CH:65]=1)[CH2:18][CH2:19][CH2:20][CH2:21][CH2:22][C:23](=[O:58])[NH:24][CH2:25][CH2:26][CH2:27][CH2:28][C@@H:29]([C:51]([OH:53])=[O:52])[NH:30][C:31](=[O:50])[NH:32][C@H:33]([C:43]([OH:45])=[O:44])[CH2:34][CH2:35][C:36]([OH:38])=[O:37])([OH:124])=[O:119], predict the reactants needed to synthesize it. The reactants are: C([O:5][C:6](=[O:125])[CH2:7][N:8]([CH2:117][C:118](=[O:124])[O:119]C(C)(C)C)[C:9](=[O:116])[CH2:10][N:11]1[CH:15]=[CH:14][N:13]=[C:12]1[CH2:16][N:17]([CH2:59][C:60]1[CH:65]=[CH:64][C:63]([O:66][CH2:67][C:68]2[N:69]=[N:70][N:71]([CH2:73][CH2:74][CH2:75][NH:76][C:77](=[O:115])[CH2:78][N:79]3[CH2:90][CH2:89][N:88]([CH2:91][C:92](=[O:98])[O:93]C(C)(C)C)[CH2:87][CH2:86][N:85]([CH2:99][C:100](=[O:106])[O:101]C(C)(C)C)[CH2:84][CH2:83][N:82]([CH2:107][C:108]([O:110]C(C)(C)C)=[O:109])[CH2:81][CH2:80]3)[CH:72]=2)=[CH:62][CH:61]=1)[CH2:18][CH2:19][CH2:20][CH2:21][CH2:22][C:23](=[O:58])[NH:24][CH2:25][CH2:26][CH2:27][CH2:28][C@@H:29]([C:51]([O:53]C(C)(C)C)=[O:52])[NH:30][C:31](=[O:50])[NH:32][C@H:33]([C:43]([O:45]C(C)(C)C)=[O:44])[CH2:34][CH2:35][C:36]([O:38]C(C)(C)C)=[O:37])(C)(C)C. (2) Given the product [Br:1][C:2]1[CH:7]=[CH:6][C:5]2[C:8]([C:9]([F:12])([F:11])[F:10])=[N:13][O:14][C:4]=2[CH:3]=1, predict the reactants needed to synthesize it. The reactants are: [Br:1][C:2]1[CH:7]=[CH:6][C:5]([C:8](=[N:13][OH:14])[C:9]([F:12])([F:11])[F:10])=[C:4](F)[CH:3]=1.C1COCC1.